From a dataset of Reaction yield outcomes from USPTO patents with 853,638 reactions. Predict the reaction yield, written as a fraction of the theoretical maximum amount of product (1.0 means a 100% yield; for example, 0.34 means a 34% yield). The yield is 0.600. The catalyst is C1COCC1.O.CO. The product is [CH:23]1([N:20]2[CH2:19][CH2:18][C:17](=[O:28])[N:16]([CH3:29])[C:15]3[C:21]2=[N:22][C:12]([NH:11][C:8]2[O:9][CH:10]=[C:6]([C:4]([OH:5])=[O:3])[N:7]=2)=[N:13][CH:14]=3)[CH2:24][CH2:25][CH2:26][CH2:27]1. The reactants are C([O:3][C:4]([C:6]1[N:7]=[C:8]([NH:11][C:12]2[N:22]=[C:21]3[C:15]([N:16]([CH3:29])[C:17](=[O:28])[CH2:18][CH2:19][N:20]3[CH:23]3[CH2:27][CH2:26][CH2:25][CH2:24]3)=[CH:14][N:13]=2)[O:9][CH:10]=1)=[O:5])C.O.[OH-].[Li+].